From a dataset of Reaction yield outcomes from USPTO patents with 853,638 reactions. Predict the reaction yield, written as a fraction of the theoretical maximum amount of product (1.0 means a 100% yield; for example, 0.34 means a 34% yield). (1) The reactants are [F:1][C:2]1[CH:21]=[CH:20][C:19]([F:22])=[CH:18][C:3]=1[CH2:4][N:5]1[CH2:10][CH2:9][NH:8][C:7]2[N:11]=[CH:12][C:13]([C:15]([OH:17])=O)=[CH:14][C:6]1=2.[CH3:23][N:24]1[CH2:29][CH2:28][NH:27][CH2:26][CH2:25]1. No catalyst specified. The product is [F:1][C:2]1[CH:21]=[CH:20][C:19]([F:22])=[CH:18][C:3]=1[CH2:4][N:5]1[CH2:10][CH2:9][NH:8][C:7]2[N:11]=[CH:12][C:13]([C:15]([N:27]3[CH2:28][CH2:29][N:24]([CH3:23])[CH2:25][CH2:26]3)=[O:17])=[CH:14][C:6]1=2. The yield is 0.650. (2) The reactants are [C:1]([C:3]1[C:11]2[C:6](=[CH:7][C:8]([O:12][CH3:13])=[CH:9][CH:10]=2)[N:5]([CH2:14][CH3:15])[C:4]=1[C:16]1[CH:24]=[CH:23][C:19]([C:20](O)=[O:21])=[CH:18][CH:17]=1)#[N:2].CN(C=O)C.C(Cl)(=O)C(Cl)=O.[NH:36]1[CH2:41][CH2:40][O:39][CH2:38][CH2:37]1. The catalyst is C(Cl)Cl. The product is [CH2:14]([N:5]1[C:6]2[C:11](=[CH:10][CH:9]=[C:8]([O:12][CH3:13])[CH:7]=2)[C:3]([C:1]#[N:2])=[C:4]1[C:16]1[CH:24]=[CH:23][C:19]([C:20]([N:36]2[CH2:41][CH2:40][O:39][CH2:38][CH2:37]2)=[O:21])=[CH:18][CH:17]=1)[CH3:15]. The yield is 0.900. (3) The reactants are C([Si](C)(C)[O:6][C@@H:7]([CH3:35])[C@@H:8]([NH:22][C:23]1[CH:30]=[CH:29][C:26]([C:27]#[N:28])=[C:25]([C:31]([F:34])([F:33])[F:32])[CH:24]=1)[C:9]1[O:10][C:11]([C:14]2[CH:19]=[CH:18][C:17]([C:20]#[N:21])=[CH:16][CH:15]=2)=[N:12][N:13]=1)(C)(C)C.CCCC[N+](CCCC)(CCCC)CCCC.[F-]. The catalyst is C1COCC1. The product is [C:20]([C:17]1[CH:16]=[CH:15][C:14]([C:11]2[O:10][C:9]([C@H:8]([NH:22][C:23]3[CH:30]=[CH:29][C:26]([C:27]#[N:28])=[C:25]([C:31]([F:32])([F:34])[F:33])[CH:24]=3)[C@@H:7]([OH:6])[CH3:35])=[N:13][N:12]=2)=[CH:19][CH:18]=1)#[N:21]. The yield is 0.660. (4) The reactants are [OH-].[K+].Br[C:4]1[CH:24]=[CH:23][C:7]([CH2:8][N:9]([C:17](=[O:22])[CH2:18][CH2:19][CH2:20][CH3:21])[CH:10]([CH:14]([CH3:16])[CH3:15])[C:11]([OH:13])=[O:12])=[CH:6][CH:5]=1.C1(P(C2C=CC=CC=2)C2C=CC=CC=2)C=CC=CC=1.[N:44]1[NH:45][N:46]=[N:47][C:48]=1[C:49]1[CH:54]=[CH:53][CH:52]=[CH:51][C:50]=1B(O)O. The catalyst is C([O-])(=O)C.[Pd+2].C([O-])(=O)C.O1CCCC1. The product is [CH3:21][CH2:20][CH2:19][CH2:18][C:17]([N:9]([C@H:10]([C:11]([OH:13])=[O:12])[CH:14]([CH3:16])[CH3:15])[CH2:8][C:7]1[CH:6]=[CH:5][C:4]([C:54]2[CH:53]=[CH:52][CH:51]=[CH:50][C:49]=2[C:48]2[NH:44][N:45]=[N:46][N:47]=2)=[CH:24][CH:23]=1)=[O:22]. The yield is 0.800. (5) The reactants are [F:1][C:2]([F:24])([F:23])[C:3]1[CH:4]=[C:5]([C:13]2[N:17]=[CH:16][N:15](/[CH:18]=[CH:19]\[C:20]([OH:22])=O)[N:14]=2)[CH:6]=[C:7]([C:9]([F:12])([F:11])[F:10])[CH:8]=1.[CH3:25][N:26]([C:28]1[CH:29]=[N:30][CH:31]=[CH:32][CH:33]=1)[NH2:27].C(P1(=O)OP(CCC)(=O)OP(CCC)(=O)O1)CC.CCN(C(C)C)C(C)C. The catalyst is C(Cl)Cl.O.CO. The product is [F:11][C:9]([F:12])([F:10])[C:7]1[CH:6]=[C:5]([C:13]2[N:17]=[CH:16][N:15](/[CH:18]=[CH:19]\[C:20]([NH:27][N:26]([CH3:25])[C:28]3[CH:29]=[N:30][CH:31]=[CH:32][CH:33]=3)=[O:22])[N:14]=2)[CH:4]=[C:3]([C:2]([F:24])([F:23])[F:1])[CH:8]=1. The yield is 0.430.